This data is from Catalyst prediction with 721,799 reactions and 888 catalyst types from USPTO. The task is: Predict which catalyst facilitates the given reaction. (1) Reactant: [CH3:1][N:2]([CH3:18])[CH2:3][CH2:4][N:5]([CH3:17])[C:6](=[O:16])[C:7]1[CH:12]=[CH:11][C:10]([N+:13]([O-])=O)=[CH:9][CH:8]=1. Product: [NH2:13][C:10]1[CH:11]=[CH:12][C:7]([C:6]([N:5]([CH2:4][CH2:3][N:2]([CH3:1])[CH3:18])[CH3:17])=[O:16])=[CH:8][CH:9]=1. The catalyst class is: 19. (2) Reactant: [N+:1]([C:4]1[CH:11]=[C:10]([C:12](=[O:15])[CH2:13][CH3:14])[CH:9]=[CH:8][C:5]=1[C:6]#N)([O-:3])=[O:2].[OH2:16].S(=O)(=O)(O)O.[OH-:22].[Na+]. Product: [N+:1]([C:4]1[CH:11]=[C:10]([C:12](=[O:15])[CH2:13][CH3:14])[CH:9]=[CH:8][C:5]=1[C:6]([OH:22])=[O:16])([O-:3])=[O:2]. The catalyst class is: 15. (3) Reactant: C1C(=O)N([Cl:8])C(=O)C1.[CH2:9]([C:11]1[NH:15][C:14]([C:16]([O:18][CH2:19][CH3:20])=[O:17])=[N:13][CH:12]=1)[CH3:10].C(=O)(O)[O-].[Na+]. Product: [Cl:8][C:12]1[N:13]=[C:14]([C:16]([O:18][CH2:19][CH3:20])=[O:17])[NH:15][C:11]=1[CH2:9][CH3:10]. The catalyst class is: 22. (4) Reactant: [CH3:1][O:2][C:3]1[CH:8]=[CH:7][C:6]([C@H:9]2[CH2:14][C@H:13]([CH2:15][C@H:16]([S:18][CH3:19])[CH3:17])[NH:12][CH2:11][C@@H:10]2[O:20][CH:21]([C:32]2[CH:33]=[CH:34][C:35]3[O:40][CH2:39][CH2:38][N:37]([CH2:41][CH2:42][CH2:43][O:44][CH3:45])[C:36]=3[CH:46]=2)S(C2C=CC(C)=CC=2)(=O)=O)=[CH:5][CH:4]=1.C1C2C(=CC=CC=2)C=CC=1.[Na]. Product: [CH3:1][O:2][C:3]1[CH:8]=[CH:7][C:6]([C@H:9]2[CH2:14][C@H:13]([CH2:15][C@H:16]([S:18][CH3:19])[CH3:17])[NH:12][CH2:11][C@@H:10]2[O:20][CH2:21][C:32]2[CH:33]=[CH:34][C:35]3[O:40][CH2:39][CH2:38][N:37]([CH2:41][CH2:42][CH2:43][O:44][CH3:45])[C:36]=3[CH:46]=2)=[CH:5][CH:4]=1. The catalyst class is: 762. (5) Reactant: [CH:1]1([CH2:6][C@H:7]([N:11]2[CH2:15][C:14]([O:16][C:17]3[C:22]([F:23])=[CH:21][CH:20]=[CH:19][C:18]=3[F:24])=[CH:13][C:12]2=[O:25])[C:8]([OH:10])=O)[CH2:5][CH2:4][CH2:3][CH2:2]1.Cl.[OH:27][C@@H:28]([CH2:58]O)[CH2:29][N:30]1[CH:34]=[CH:33][C:32]([NH:35]C(=O)[C@@H](N2CC(OC3C=CC=C(Cl)C=3Cl)=CC2=O)CC(C)C)=[N:31]1.F[P-](F)(F)(F)(F)F.N1(O[P+](N(C)C)(N(C)C)N(C)C)C2C=CC=C[C:70]=2N=N1.C(N(CC)C(C)C)(C)C. Product: [CH:1]1([CH2:6][C@H:7]([N:11]2[CH2:15][C:14]([O:16][C:17]3[C:18]([F:24])=[CH:19][CH:20]=[CH:21][C:22]=3[F:23])=[CH:13][C:12]2=[O:25])[C:8]([NH:35][C:32]2[CH:33]=[CH:34][N:30]([CH2:29][C:28]([OH:27])([CH3:58])[CH3:70])[N:31]=2)=[O:10])[CH2:2][CH2:3][CH2:4][CH2:5]1. The catalyst class is: 42. (6) Reactant: C[O:2][C:3](=[O:16])[C:4]1[CH:9]=[C:8]([NH:10][S:11]([CH3:14])(=[O:13])=[O:12])[CH:7]=[C:6]([Cl:15])[CH:5]=1.[OH-].[Na+]. Product: [Cl:15][C:6]1[CH:5]=[C:4]([CH:9]=[C:8]([NH:10][S:11]([CH3:14])(=[O:13])=[O:12])[CH:7]=1)[C:3]([OH:16])=[O:2]. The catalyst class is: 242. (7) Reactant: CC(C)([O-])C.[K+].[CH3:7][O:8][C:9]1[CH:14]=[CH:13][C:12]([N+:15]([O-:17])=[O:16])=[CH:11][N:10]=1.[CH:18](Br)([Br:20])[Br:19].C(O)(=O)C. Product: [Br:19][CH:18]([Br:20])[C:11]1[C:12]([N+:15]([O-:17])=[O:16])=[CH:13][CH:14]=[C:9]([O:8][CH3:7])[N:10]=1. The catalyst class is: 213.